From a dataset of Peptide-MHC class I binding affinity with 185,985 pairs from IEDB/IMGT. Regression. Given a peptide amino acid sequence and an MHC pseudo amino acid sequence, predict their binding affinity value. This is MHC class I binding data. (1) The peptide sequence is TSDGFINGW. The MHC is HLA-B58:01 with pseudo-sequence HLA-B58:01. The binding affinity (normalized) is 0.586. (2) The peptide sequence is AYISSEATTPY. The MHC is Mamu-B17 with pseudo-sequence Mamu-B17. The binding affinity (normalized) is 0.